From a dataset of Reaction yield outcomes from USPTO patents with 853,638 reactions. Predict the reaction yield, written as a fraction of the theoretical maximum amount of product (1.0 means a 100% yield; for example, 0.34 means a 34% yield). (1) The reactants are [CH3:1][C:2]1[C:7]([O:8][C:9]2[CH:14]=[CH:13][N:12]=[C:11]([NH:15][C:16]3[CH:17]=[C:18]([CH:22]=[CH:23][CH:24]=3)[C:19]([O-])=[O:20])[CH:10]=2)=[CH:6][CH:5]=[C:4]([CH3:25])[N:3]=1.[Na+].ON1C2C=CC=CC=2N=N1.[CH:37]1([NH:40][CH:41]2[CH2:46][CH2:45][N:44]([CH3:47])[CH2:43][CH2:42]2)[CH2:39][CH2:38]1.C(=O)([O-])[O-]. The catalyst is C1COCC1. The product is [CH:37]1([N:40]([CH:41]2[CH2:42][CH2:43][N:44]([CH3:47])[CH2:45][CH2:46]2)[C:19](=[O:20])[C:18]2[CH:22]=[CH:23][CH:24]=[C:16]([NH:15][C:11]3[CH:10]=[C:9]([O:8][C:7]4[C:2]([CH3:1])=[N:3][C:4]([CH3:25])=[CH:5][CH:6]=4)[CH:14]=[CH:13][N:12]=3)[CH:17]=2)[CH2:39][CH2:38]1. The yield is 0.100. (2) The reactants are [CH:1]1([NH:7][C:8]2[CH:15]=[CH:14][C:11]([C:12]#[N:13])=[CH:10][C:9]=2[N+:16]([O-])=O)[CH2:6][CH2:5][CH2:4][CH2:3][CH2:2]1. The catalyst is C(OCC)(=O)C.CO.[Pd]. The product is [NH2:16][C:9]1[CH:10]=[C:11]([CH:14]=[CH:15][C:8]=1[NH:7][CH:1]1[CH2:2][CH2:3][CH2:4][CH2:5][CH2:6]1)[C:12]#[N:13]. The yield is 0.990. (3) The reactants are [CH2:1]([O:4][C:5]1([CH3:38])[CH2:10][CH2:9][N:8]([C:11]2[N:16]3[CH:17]=[C:18]([C:20]4[CH:25]=[CH:24][CH:23]=[C:22](Br)[CH:21]=4)[N:19]=[C:15]3[CH:14]=[C:13]([CH3:27])[C:12]=2[C@H:28]([O:33][C:34]([CH3:37])([CH3:36])[CH3:35])[C:29]([O:31][CH3:32])=[O:30])[CH2:7][CH2:6]1)[CH:2]=[CH2:3].C([Sn](CCCC)(CCCC)[C:44]1[C:49]([O:50][C@H:51]([CH2:53][CH:54]=[CH2:55])[CH3:52])=[CH:48][C:47]([F:56])=[CH:46][C:45]=1[F:57])CCC.[F-].[Cs+].[SnH4]. The catalyst is CN(C=O)C.C1C=CC([P]([Pd]([P](C2C=CC=CC=2)(C2C=CC=CC=2)C2C=CC=CC=2)([P](C2C=CC=CC=2)(C2C=CC=CC=2)C2C=CC=CC=2)[P](C2C=CC=CC=2)(C2C=CC=CC=2)C2C=CC=CC=2)(C2C=CC=CC=2)C2C=CC=CC=2)=CC=1.[Cu]I. The product is [CH2:1]([O:4][C:5]1([CH3:38])[CH2:10][CH2:9][N:8]([C:11]2[N:16]3[CH:17]=[C:18]([C:20]4[CH:21]=[C:22]([C:48]5[C:49]([O:50][C@H:51]([CH2:53][CH:54]=[CH2:55])[CH3:52])=[CH:44][C:45]([F:57])=[CH:46][C:47]=5[F:56])[CH:23]=[CH:24][CH:25]=4)[N:19]=[C:15]3[CH:14]=[C:13]([CH3:27])[C:12]=2[C@H:28]([O:33][C:34]([CH3:37])([CH3:36])[CH3:35])[C:29]([O:31][CH3:32])=[O:30])[CH2:7][CH2:6]1)[CH:2]=[CH2:3]. The yield is 0.530. (4) The reactants are [C:1]([C:5]1[CH:10]=[CH:9][C:8]([NH:11][C:12]2[C:13]3[CH2:21][CH2:20][NH:19][CH2:18][C:14]=3[N:15]=[CH:16][N:17]=2)=[CH:7][CH:6]=1)([CH3:4])([CH3:3])[CH3:2].Cl[C:23]1[C:28]([S:29]([CH3:32])(=[O:31])=[O:30])=[CH:27][CH:26]=[CH:25][N:24]=1.C(N(CC)C(C)C)(C)C. The catalyst is O. The product is [C:1]([C:5]1[CH:10]=[CH:9][C:8]([NH:11][C:12]2[C:13]3[CH2:21][CH2:20][N:19]([C:23]4[C:28]([S:29]([CH3:32])(=[O:31])=[O:30])=[CH:27][CH:26]=[CH:25][N:24]=4)[CH2:18][C:14]=3[N:15]=[CH:16][N:17]=2)=[CH:7][CH:6]=1)([CH3:4])([CH3:2])[CH3:3]. The yield is 0.480. (5) The reactants are [Br:1][C:2]1[S:6][C:5]([CH3:7])=[N:4][C:3]=1[C:8]1[CH:13]=[CH:12][N:11]=[CH:10][CH:9]=1.ClC1C=CC=C(C(OO)=[O:22])C=1. The catalyst is COCCOC. The product is [Br:1][C:2]1[S:6][C:5]([CH3:7])=[N:4][C:3]=1[C:8]1[CH:13]=[CH:12][N+:11]([O-:22])=[CH:10][CH:9]=1. The yield is 0.920.